From a dataset of Full USPTO retrosynthesis dataset with 1.9M reactions from patents (1976-2016). Predict the reactants needed to synthesize the given product. (1) Given the product [Cl:1][C:2]1[CH:3]=[C:4]([NH:9][C:10]2[C:19]3[C:14](=[CH:15][C:16]([O:21][CH3:22])=[C:17]([O:20][CH2:24][CH2:25][CH2:26][CH2:27][CH2:28][C:29]([O:31][CH2:32][CH3:33])=[O:30])[CH:18]=3)[N:13]=[CH:12][N:11]=2)[CH:5]=[CH:6][C:7]=1[F:8], predict the reactants needed to synthesize it. The reactants are: [Cl:1][C:2]1[CH:3]=[C:4]([NH:9][C:10]2[C:19]3[C:14](=[CH:15][C:16]([O:21][CH3:22])=[C:17]([OH:20])[CH:18]=3)[N:13]=[CH:12][N:11]=2)[CH:5]=[CH:6][C:7]=1[F:8].Br[CH2:24][CH2:25][CH2:26][CH2:27][CH2:28][C:29]([O:31][CH2:32][CH3:33])=[O:30].ClC1C=C(NC2C3C(=CC(OC)=C(OCC(OCC)=O)C=3)N=CN=2)C=CC=1F. (2) Given the product [CH3:3][N:4]1[C:5]([S:15][CH3:18])=[N:6][N:7]=[C:8]1[C:9]1[CH:10]=[N:11][CH:12]=[CH:13][CH:14]=1, predict the reactants needed to synthesize it. The reactants are: CI.[CH3:3][N:4]1[C:8]([C:9]2[CH:10]=[N:11][CH:12]=[CH:13][CH:14]=2)=[N:7][NH:6][C:5]1=[S:15].[OH-].[Na+].[CH2:18](Cl)Cl. (3) Given the product [F:15][C:16]1[CH:31]=[CH:30][C:19]2[N:20]([C:12]([C:9]3[CH:10]=[CH:11][C:5]4[O:4][CH2:3][C:2](=[O:1])[NH:7][C:6]=4[CH:8]=3)=[O:14])[C@@H:21]([CH2:24][C:25]([O:27][CH2:28][CH3:29])=[O:26])[CH2:22][O:23][C:18]=2[CH:17]=1, predict the reactants needed to synthesize it. The reactants are: [O:1]=[C:2]1[NH:7][C:6]2[CH:8]=[C:9]([C:12]([OH:14])=O)[CH:10]=[CH:11][C:5]=2[O:4][CH2:3]1.[F:15][C:16]1[CH:31]=[CH:30][C:19]2[NH:20][C@@H:21]([CH2:24][C:25]([O:27][CH2:28][CH3:29])=[O:26])[CH2:22][O:23][C:18]=2[CH:17]=1.C(P1(=O)OP(CCC)(=O)OP(CCC)(=O)O1)CC.CC1OCCC1.C(=O)(O)[O-].[Na+]. (4) Given the product [Br:22][CH2:13][C:4]1[C:5]2[O:9][C:8]([CH3:11])([CH3:10])[CH2:7][C:6]=2[CH:12]=[C:2]([Cl:1])[CH:3]=1, predict the reactants needed to synthesize it. The reactants are: [Cl:1][C:2]1[CH:3]=[C:4]([CH2:13]O)[C:5]2[O:9][C:8]([CH3:11])([CH3:10])[CH2:7][C:6]=2[CH:12]=1.C1C(=O)N([Br:22])C(=O)C1.C1C=CC(P(C2C=CC=CC=2)C2C=CC=CC=2)=CC=1.